From a dataset of Full USPTO retrosynthesis dataset with 1.9M reactions from patents (1976-2016). Predict the reactants needed to synthesize the given product. (1) Given the product [CH:1]([O:4][C:5]([N:7]1[CH2:12][CH2:11][CH:10]([O:13][C:14]2[C:23]3[C:18](=[C:19]([C:30]4[CH:31]=[CH:32][C:27]([S:26][CH3:25])=[CH:28][CH:29]=4)[CH:20]=[CH:21][CH:22]=3)[N:17]=[CH:16][CH:15]=2)[CH2:9][CH2:8]1)=[O:6])([CH3:3])[CH3:2], predict the reactants needed to synthesize it. The reactants are: [CH:1]([O:4][C:5]([N:7]1[CH2:12][CH2:11][CH:10]([O:13][C:14]2[C:23]3[C:18](=[C:19](Cl)[CH:20]=[CH:21][CH:22]=3)[N:17]=[CH:16][CH:15]=2)[CH2:9][CH2:8]1)=[O:6])([CH3:3])[CH3:2].[CH3:25][S:26][C:27]1[CH:32]=[CH:31][C:30](B(O)O)=[CH:29][CH:28]=1.C(=O)([O-])[O-].[Na+].[Na+].C1(C)C=CC=CC=1. (2) Given the product [F:1][C:2]1[CH:3]=[C:4]2[CH:10]=[C:9]([C:11]3[C:19]4[C:14](=[CH:15][C:16]([O:22][CH3:23])=[C:17]([O:20][CH3:21])[CH:18]=4)[N:13]([CH2:24][CH2:25][I:37])[CH:12]=3)[N:8]([S:27]([C:30]3[CH:35]=[CH:34][C:33]([CH3:36])=[CH:32][CH:31]=3)(=[O:29])=[O:28])[C:5]2=[N:6][CH:7]=1, predict the reactants needed to synthesize it. The reactants are: [F:1][C:2]1[CH:3]=[C:4]2[CH:10]=[C:9]([C:11]3[C:19]4[C:14](=[CH:15][C:16]([O:22][CH3:23])=[C:17]([O:20][CH3:21])[CH:18]=4)[N:13]([CH2:24][CH2:25]Cl)[CH:12]=3)[N:8]([S:27]([C:30]3[CH:35]=[CH:34][C:33]([CH3:36])=[CH:32][CH:31]=3)(=[O:29])=[O:28])[C:5]2=[N:6][CH:7]=1.[I-:37].[Na+]. (3) Given the product [I:3][C:4]1[C:5]2[C:6](=[CH:10][N:11]([CH:14]3[CH2:19][CH2:18][N:17]([C:20]([O:22][C:23]([CH3:26])([CH3:25])[CH3:24])=[O:21])[CH2:16][CH2:15]3)[N:12]=2)[N:7]=[CH:8][CH:9]=1, predict the reactants needed to synthesize it. The reactants are: [H-].[Na+].[I:3][C:4]1[CH:9]=[CH:8][N:7]=[C:6]2[CH:10]=[N:11][NH:12][C:5]=12.Br[CH:14]1[CH2:19][CH2:18][N:17]([C:20]([O:22][C:23]([CH3:26])([CH3:25])[CH3:24])=[O:21])[CH2:16][CH2:15]1. (4) The reactants are: [CH3:1][S:2]([C:5]1[CH:6]=[C:7]2[C:12](=[CH:13][CH:14]=1)[CH:11]=[C:10](C(O)=O)[CH:9]=[CH:8]2)(=[O:4])=[O:3].CC[N:20]([CH2:23]C)CC.C1C=CC(P(N=[N+]=[N-])(C2C=CC=CC=2)=[O:32])=CC=1.[CH3:42][C:43]([OH:46])([CH3:45])[CH3:44]. Given the product [CH3:1][S:2]([C:5]1[CH:6]=[C:7]2[C:12](=[CH:13][CH:14]=1)[CH:11]=[C:10]([NH:20][C:23](=[O:32])[O:46][C:43]([CH3:45])([CH3:44])[CH3:42])[CH:9]=[CH:8]2)(=[O:3])=[O:4], predict the reactants needed to synthesize it. (5) Given the product [NH2:27][C:26]1[CH:28]=[CH:29][C:30]([C:2]2[N:3]=[C:4]([N:16]3[CH2:21][CH2:20][O:19][CH2:18][C@@H:17]3[CH3:22])[C:5]3[CH2:10][N:9]([C:11]([O:13][CH2:14][CH3:15])=[O:12])[CH2:8][C:6]=3[N:7]=2)=[C:24]([F:23])[CH:25]=1, predict the reactants needed to synthesize it. The reactants are: Cl[C:2]1[N:3]=[C:4]([N:16]2[CH2:21][CH2:20][O:19][CH2:18][C@@H:17]2[CH3:22])[C:5]2[CH2:10][N:9]([C:11]([O:13][CH2:14][CH3:15])=[O:12])[CH2:8][C:6]=2[N:7]=1.[F:23][C:24]1[CH:25]=[C:26]([CH:28]=[CH:29][C:30]=1B1OC(C)(C)C(C)(C)O1)[NH2:27]. (6) Given the product [Br:1][C:2]1[CH:9]=[CH:8][C:7]([C:10]([F:13])([F:12])[F:11])=[CH:6][C:3]=1[CH2:4][NH:22][CH2:21][CH2:20][C:14]1[CH:19]=[CH:18][CH:17]=[CH:16][CH:15]=1, predict the reactants needed to synthesize it. The reactants are: [Br:1][C:2]1[CH:9]=[CH:8][C:7]([C:10]([F:13])([F:12])[F:11])=[CH:6][C:3]=1[CH:4]=O.[C:14]1([CH2:20][CH2:21][NH2:22])[CH:19]=[CH:18][CH:17]=[CH:16][CH:15]=1. (7) Given the product [F:30][C:2]1([F:1])[CH2:7][CH2:6][CH:5]([CH2:9][NH:10][C:11]([C:13]2[C:14]3[CH:15]=[CH:16][C:17]([CH:24]4[CH2:28][CH2:27][CH:26]([OH:29])[CH2:25]4)=[N:18][C:19]=3[CH:20]=[CH:21][C:22]=2[Cl:23])=[O:12])[CH2:4][CH2:3]1, predict the reactants needed to synthesize it. The reactants are: [F:1][C:2]1([F:30])[CH2:7][CH2:6][C:5]([CH2:9][NH:10][C:11]([C:13]2[C:14]3[CH:15]=[CH:16][C:17]([CH:24]4[CH2:28][CH2:27][C:26](=[O:29])[CH2:25]4)=[N:18][C:19]=3[CH:20]=[CH:21][C:22]=2[Cl:23])=[O:12])(O)[CH2:4][CH2:3]1.[BH4-].[Na+]. (8) Given the product [CH3:7][C:8]1[N:9]=[C:10]([NH:13][C:14]2[CH:19]=[C:18]([S:20][C:21]3[CH:22]=[C:23]([CH:24]=[CH:25][CH:26]=3)[O:27][CH2:29][C:30]([O:32][C:33]([CH3:36])([CH3:35])[CH3:34])=[O:31])[CH:17]=[CH:16][N:15]=2)[S:11][CH:12]=1, predict the reactants needed to synthesize it. The reactants are: C(=O)([O-])[O-].[K+].[K+].[CH3:7][C:8]1[N:9]=[C:10]([NH:13][C:14]2[CH:19]=[C:18]([S:20][C:21]3[CH:22]=[C:23]([OH:27])[CH:24]=[CH:25][CH:26]=3)[CH:17]=[CH:16][N:15]=2)[S:11][CH:12]=1.Br[CH2:29][C:30]([O:32][C:33]([CH3:36])([CH3:35])[CH3:34])=[O:31]. (9) Given the product [Br:36][C:37]1[CH:38]=[C:39]2[C:44](=[CH:45][CH:46]=1)[CH:43]=[C:42]([S:47]([N:50]1[CH2:51][CH2:52][N:53]([C:11](=[O:13])[C:10]3[CH:9]=[CH:8][C:7]([C:4]4[CH:3]=[CH:2][N:1]=[CH:6][CH:5]=4)=[CH:15][CH:14]=3)[CH2:54][CH2:55]1)(=[O:48])=[O:49])[CH:41]=[CH:40]2, predict the reactants needed to synthesize it. The reactants are: [N:1]1[CH:6]=[CH:5][C:4]([C:7]2[CH:15]=[CH:14][C:10]([C:11]([OH:13])=O)=[CH:9][CH:8]=2)=[CH:3][CH:2]=1.C(N(CC)CC)C.C(N1C=CN=C1)(N1C=CN=C1)=O.Cl.[Br:36][C:37]1[CH:38]=[C:39]2[C:44](=[CH:45][CH:46]=1)[CH:43]=[C:42]([S:47]([N:50]1[CH2:55][CH2:54][NH:53][CH2:52][CH2:51]1)(=[O:49])=[O:48])[CH:41]=[CH:40]2. (10) Given the product [NH2:22][C:17]1[N:16]=[C:15]([C:4]2[CH:3]=[C:2]([F:1])[C:7]([CH:8]=[O:9])=[C:6]([F:10])[CH:5]=2)[CH:20]=[C:19]([CH3:21])[N:18]=1, predict the reactants needed to synthesize it. The reactants are: [F:1][C:2]1[CH:3]=[C:4](B(O)O)[CH:5]=[C:6]([F:10])[C:7]=1[CH:8]=[O:9].Cl[C:15]1[CH:20]=[C:19]([CH3:21])[N:18]=[C:17]([NH2:22])[N:16]=1.C([O-])(O)=O.[Na+].